This data is from Catalyst prediction with 721,799 reactions and 888 catalyst types from USPTO. The task is: Predict which catalyst facilitates the given reaction. (1) Reactant: [N:1]([CH2:4][C:5]1([C:8]2[O:12][N:11]=[C:10]([C:13]3[CH:18]=[CH:17][C:16]([OH:19])=[CH:15][CH:14]=3)[C:9]=2[C:20]2[CH:25]=[CH:24][CH:23]=[CH:22][CH:21]=2)[CH2:7][CH2:6]1)=[N+]=[N-]. Product: [NH2:1][CH2:4][C:5]1([C:8]2[O:12][N:11]=[C:10]([C:13]3[CH:18]=[CH:17][C:16]([OH:19])=[CH:15][CH:14]=3)[C:9]=2[C:20]2[CH:25]=[CH:24][CH:23]=[CH:22][CH:21]=2)[CH2:7][CH2:6]1. The catalyst class is: 19. (2) Reactant: [CH:1]1([N:4]2[C:13]3[C:8](=[CH:9][C:10]([F:17])=[C:11](F)[C:12]=3[O:14][CH3:15])[C:7](=[O:18])[C:6]([C:19]([OH:21])=[O:20])=[CH:5]2)[CH2:3][CH2:2]1.[CH3:22][CH:23]1[CH2:28][NH:27][CH2:26][CH2:25][NH:24]1.C1(C)C=CC=CC=1. Product: [CH3:22][CH:23]1[NH:24][CH2:25][CH2:26][N:27]([C:11]2[C:12]([O:14][CH3:15])=[C:13]3[N:4]([CH:1]4[CH2:3][CH2:2]4)[CH:5]=[C:6]([C:19]([OH:21])=[O:20])[C:7](=[O:18])[C:8]3=[CH:9][C:10]=2[F:17])[CH2:28]1. The catalyst class is: 16. (3) Reactant: [H-].[Na+].[C:3]([O:7][C:8]([N:10]1[CH2:15][CH2:14][NH:13][C:12](=[O:16])[CH2:11]1)=[O:9])([CH3:6])([CH3:5])[CH3:4].Br[CH2:18][CH2:19][CH:20]=[CH2:21]. Product: [C:3]([O:7][C:8]([N:10]1[CH2:15][CH2:14][N:13]([CH2:21][CH2:20][CH:19]=[CH2:18])[C:12](=[O:16])[CH2:11]1)=[O:9])([CH3:6])([CH3:4])[CH3:5]. The catalyst class is: 348. (4) Reactant: [F:1][C:2]1[C:10]([F:11])=[C:9](F)[C:8]([F:13])=[C:7]([F:14])[C:3]=1[C:4](Cl)=[O:5].[Br:15][C:16]1[S:17][CH:18]=[CH:19][CH:20]=1.[Cl-].[Al+3].[Cl-].[Cl-]. Product: [F:14][C:7]1[C:8]([F:13])=[CH:9][C:10]([F:11])=[C:2]([F:1])[C:3]=1[C:4]([C:18]1[S:17][C:16]([Br:15])=[CH:20][CH:19]=1)=[O:5]. The catalyst class is: 534. (5) Reactant: [CH:1](=O)[C:2]1[C:3](=[CH:5][CH:6]=[CH:7][CH:8]=1)[OH:4].[Cl:10][C:11]1[CH:24]=[C:23]([Cl:25])[CH:22]=[CH:21][C:12]=1[CH2:13][S:14]([CH2:17][C:18](O)=[O:19])(=[O:16])=[O:15]. Product: [Cl:10][C:11]1[CH:24]=[C:23]([Cl:25])[CH:22]=[CH:21][C:12]=1[CH2:13][S:14]([C:17]1[C:18](=[O:19])[O:4][C:3]2[C:2]([CH:1]=1)=[CH:8][CH:7]=[CH:6][CH:5]=2)(=[O:15])=[O:16]. The catalyst class is: 15. (6) Reactant: C(OC(=O)[NH:7][CH2:8][CH2:9][N:10]1[C:18]2[C:17]([O:19][C:20]3[CH:25]=[CH:24][C:23]([NH:26][C:27]([NH:29][C:30]4[CH:35]=[CH:34][CH:33]=[C:32]([C:36]([F:39])([F:38])[F:37])[CH:31]=4)=[O:28])=[C:22]([Cl:40])[CH:21]=3)=[N:16][CH:15]=[N:14][C:13]=2[CH:12]=[CH:11]1)(C)(C)C.[ClH:42].C(OCC)(=O)C. Product: [ClH:40].[ClH:42].[NH2:7][CH2:8][CH2:9][N:10]1[C:18]2[C:17]([O:19][C:20]3[CH:25]=[CH:24][C:23]([NH:26][C:27]([NH:29][C:30]4[CH:35]=[CH:34][CH:33]=[C:32]([C:36]([F:38])([F:39])[F:37])[CH:31]=4)=[O:28])=[C:22]([Cl:40])[CH:21]=3)=[N:16][CH:15]=[N:14][C:13]=2[CH:12]=[CH:11]1. The catalyst class is: 5. (7) Reactant: [N:1]1([C:7]2[CH:12]=[N:11][CH:10]=[CH:9][N:8]=2)[CH2:6][CH2:5][NH:4][CH2:3][CH2:2]1.C1C(=O)N([Br:20])C(=O)C1. Product: [Br:20][C:10]1[CH:9]=[N:8][C:7]([N:1]2[CH2:6][CH2:5][NH:4][CH2:3][CH2:2]2)=[CH:12][N:11]=1. The catalyst class is: 797.